Dataset: Catalyst prediction with 721,799 reactions and 888 catalyst types from USPTO. Task: Predict which catalyst facilitates the given reaction. (1) Reactant: Br[C:2]1[CH:3]=[C:4]([N:22]([CH:24]2[CH2:28][CH2:27][CH2:26][CH2:25]2)[CH3:23])[C:5]([CH3:21])=[C:6]([CH:20]=1)[C:7]([NH:9][CH2:10][C:11]1[C:12](=[O:19])[NH:13][C:14]([CH3:18])=[CH:15][C:16]=1[CH3:17])=[O:8].[CH3:29][N:30]1[CH:34]=[C:33](B(O)O)[CH:32]=[N:31]1.C([O-])([O-])=O.[Na+].[Na+]. Product: [CH:24]1([N:22]([CH3:23])[C:4]2[C:5]([CH3:21])=[C:6]([CH:20]=[C:2]([C:33]3[CH:32]=[N:31][N:30]([CH3:29])[CH:34]=3)[CH:3]=2)[C:7]([NH:9][CH2:10][C:11]2[C:12](=[O:19])[NH:13][C:14]([CH3:18])=[CH:15][C:16]=2[CH3:17])=[O:8])[CH2:28][CH2:27][CH2:26][CH2:25]1. The catalyst class is: 77. (2) Reactant: [NH2:1][C:2]1[CH:7]=[CH:6][C:5]([CH2:8][C:9]#[N:10])=[CH:4][C:3]=1[C:11]1[CH2:16][CH2:15][CH2:14][CH2:13][CH:12]=1.[N:17]([Sn](C)(C)C)=[N+:18]=[N-:19]. The catalyst class is: 11. Product: [C:11]1([C:3]2[CH:4]=[C:5]([CH2:8][C:9]3[NH:19][N:18]=[N:17][N:10]=3)[CH:6]=[CH:7][C:2]=2[NH2:1])[CH2:16][CH2:15][CH2:14][CH2:13][CH:12]=1. (3) Reactant: [Cl:1][C:2]1[CH:3]=[C:4]([C:10]([N:12]2[CH2:17][CH2:16][O:15][C:14]3[CH:18]=[N:19][CH:20]=[CH:21][C:13]2=3)=[O:11])[CH:5]=[CH:6][C:7]=1[O:8]C.B(Br)(Br)Br.C(=O)([O-])O.[Na+].Cl. Product: [Cl:1][C:2]1[CH:3]=[C:4]([C:10]([N:12]2[CH2:17][CH2:16][O:15][C:14]3[CH:18]=[N:19][CH:20]=[CH:21][C:13]2=3)=[O:11])[CH:5]=[CH:6][C:7]=1[OH:8]. The catalyst class is: 4. (4) Reactant: [NH:1]1[C:13]2[C:12]3[N:11]=[CH:10][CH:9]=[CH:8][C:7]=3[CH:6]=[CH:5][C:4]=2[C:3]([CH:14]=[O:15])=[CH:2]1.[H-].[Na+].[CH3:18]I.O. Product: [CH3:18][N:1]1[C:13]2[C:12]3[N:11]=[CH:10][CH:9]=[CH:8][C:7]=3[CH:6]=[CH:5][C:4]=2[C:3]([CH:14]=[O:15])=[CH:2]1. The catalyst class is: 3. (5) Reactant: Br[CH2:2][CH2:3][O:4][C:5]1[CH:10]=[CH:9][C:8]([CH2:11][CH:12]([O:18][CH2:19][CH3:20])[C:13]([O:15][CH2:16][CH3:17])=[O:14])=[CH:7][CH:6]=1.C1(=O)[NH:25]C(=O)C2=CC=CC=C12.[K].CN(C)C=O.C1C=CC=CC=1. Product: [NH2:25][CH2:2][CH2:3][O:4][C:5]1[CH:10]=[CH:9][C:8]([CH2:11][CH:12]([O:18][CH2:19][CH3:20])[C:13]([O:15][CH2:16][CH3:17])=[O:14])=[CH:7][CH:6]=1. The catalyst class is: 6. (6) Reactant: CN(C(ON1N=NC2C=CC=NC1=2)=[N+](C)C)C.F[P-](F)(F)(F)(F)F.[Cl:25][C:26]1[N:31]=[N:30][C:29]([NH:32][NH2:33])=[CH:28][CH:27]=1.Cl.[CH3:35][O:36][C:37]1[CH:46]=[C:45]2[C:40]([C:41]([NH:47][CH2:48][C:49](O)=O)=[CH:42][CH:43]=[N:44]2)=[N:39][CH:38]=1.C(N(CC)CC)C.S(O)(C1C=CC(C)=CC=1)(=O)=O.[OH-].[Na+]. Product: [Cl:25][C:26]1[CH:27]=[CH:28][C:29]2[N:30]([C:49]([CH2:48][NH:47][C:41]3[C:40]4[C:45](=[CH:46][C:37]([O:36][CH3:35])=[CH:38][N:39]=4)[N:44]=[CH:43][CH:42]=3)=[N:33][N:32]=2)[N:31]=1. The catalyst class is: 496.